This data is from Forward reaction prediction with 1.9M reactions from USPTO patents (1976-2016). The task is: Predict the product of the given reaction. (1) The product is: [OH:5][CH:1]1[CH2:2][CH2:23][C:22]([C:11]2[N:8]=[CH:7][C:15]([NH:16][C:28]([C:14]3[CH:15]=[N:16][N:17]([C:18]4[CH:23]=[CH:22][C:21]([C:24]([F:25])([F:26])[F:27])=[CH:20][N:19]=4)[C:13]=3[CH3:12])=[O:30])=[CH:14][C:13]=2[CH3:12])=[CH:21][CH2:20]1. Given the reactants [C:1](Cl)(=[O:5])[C:2](Cl)=O.[CH3:7][N:8]([CH3:11])C=O.[CH3:12][C:13]1[N:17]([C:18]2[CH:23]=[CH:22][C:21]([C:24]([F:27])([F:26])[F:25])=[CH:20][N:19]=2)[N:16]=[CH:15][C:14]=1[C:28]([OH:30])=O, predict the reaction product. (2) Given the reactants [Cl:1][C:2]1[CH:7]=[CH:6][CH:5]=[C:4]([Cl:8])[C:3]=1[CH2:9][S:10]([C:13]1[CH:14]=[C:15]2[C:19](=[CH:20][CH:21]=1)[NH:18][C:17](=[O:22])/[C:16]/2=[CH:23]\[C:24]1[NH:28][C:27]([CH3:29])=[C:26]([CH2:30][C:31](O)=[O:32])[C:25]=1[CH3:34])(=[O:12])=[O:11].C1C=CC2N(O)N=NC=2C=1.CCN=C=NCCCN(C)C.Cl.[NH:57]1[CH2:62][CH2:61][O:60][CH2:59][CH2:58]1, predict the reaction product. The product is: [Cl:8][C:4]1[CH:5]=[CH:6][CH:7]=[C:2]([Cl:1])[C:3]=1[CH2:9][S:10]([C:13]1[CH:14]=[C:15]2[C:19](=[CH:20][CH:21]=1)[NH:18][C:17](=[O:22])/[C:16]/2=[CH:23]\[C:24]1[NH:28][C:27]([CH3:29])=[C:26]([CH2:30][C:31]([N:57]2[CH2:62][CH2:61][O:60][CH2:59][CH2:58]2)=[O:32])[C:25]=1[CH3:34])(=[O:12])=[O:11]. (3) Given the reactants [CH3:1][C:2]1[C:3](=[O:9])[NH:4][C:5]([CH3:8])=[CH:6][CH:7]=1.[Br:10]Br, predict the reaction product. The product is: [Br:10][C:6]1[CH:7]=[C:2]([CH3:1])[C:3](=[O:9])[NH:4][C:5]=1[CH3:8]. (4) The product is: [Cl:1][C:2]1[CH:3]=[C:4]2[NH:26][C:25]([O:27][CH:28]3[CH:32]4[O:33][CH2:34][C@H:35]([OH:36])[CH:31]4[O:30][CH2:29]3)=[N:24][C:5]2=[N:6][C:7]=1[C:8]1[CH:13]=[CH:12][C:11]([C:14]2[CH:19]=[C:18]([F:20])[CH:17]=[C:16]([F:21])[C:15]=2[OH:22])=[CH:10][CH:9]=1. Given the reactants [Cl:1][C:2]1[CH:3]=[C:4]2[NH:26][C:25]([O:27][CH:28]3[CH:32]4[O:33][CH2:34][C@H:35]([OH:36])[CH:31]4[O:30][CH2:29]3)=[N:24][C:5]2=[N:6][C:7]=1[C:8]1[CH:13]=[CH:12][C:11]([C:14]2[CH:19]=[C:18]([F:20])[CH:17]=[C:16]([F:21])[C:15]=2[O:22]C)=[CH:10][CH:9]=1.[Cl-].[Li+], predict the reaction product.